From a dataset of Forward reaction prediction with 1.9M reactions from USPTO patents (1976-2016). Predict the product of the given reaction. (1) The product is: [Br:18][C:19]1[C:20]([C:10]2[S:6][C:7]3[CH:14]=[CH:13][CH:12]=[C:11]([C:15]([OH:17])=[O:16])[C:8]=3[CH:9]=2)=[N:21][C:22]([Cl:25])=[N:23][CH:24]=1. Given the reactants C([Li])CCC.[S:6]1[CH:10]=[CH:9][C:8]2[C:11]([C:15]([OH:17])=[O:16])=[CH:12][CH:13]=[CH:14][C:7]1=2.[Br:18][C:19]1[CH:20]=[N:21][C:22]([Cl:25])=[N:23][CH:24]=1.ClC1C(=O)C(C#N)=C(C#N)C(=O)C=1Cl.Cl, predict the reaction product. (2) Given the reactants [NH2:1][CH2:2][CH2:3][C:4]1[CH:9]=[CH:8][C:7]([CH2:10][CH2:11][C:12]2[N:13]=[C:14]([NH:17][C:18](=[O:20])[CH3:19])[S:15][CH:16]=2)=[CH:6][CH:5]=1.C(N(CC)C(C)C)(C)C.[N:30]([Si](C)(C)C)=[C:31]=[O:32], predict the reaction product. The product is: [NH:1]([CH2:2][CH2:3][C:4]1[CH:9]=[CH:8][C:7]([CH2:10][CH2:11][C:12]2[N:13]=[C:14]([NH:17][C:18](=[O:20])[CH3:19])[S:15][CH:16]=2)=[CH:6][CH:5]=1)[C:31]([NH2:30])=[O:32]. (3) Given the reactants [CH3:1][NH2:2].[Br:3][C:4]1[CH:5]=[C:6]([S:10](Cl)(=[O:12])=[O:11])[CH:7]=[CH:8][CH:9]=1.O, predict the reaction product. The product is: [Br:3][C:4]1[CH:5]=[C:6]([S:10]([NH:2][CH3:1])(=[O:12])=[O:11])[CH:7]=[CH:8][CH:9]=1. (4) Given the reactants [CH3:1][C:2]1[CH:7]=[CH:6][C:5]([C:8]2[CH:13]=[CH:12][CH:11]=[C:10]([OH:14])[CH:9]=2)=[CH:4][CH:3]=1.Br[C:16]([CH3:25])([CH3:24])[C:17]([O:19][C:20]([CH3:23])([CH3:22])[CH3:21])=[O:18], predict the reaction product. The product is: [CH3:1][C:2]1[CH:3]=[CH:4][C:5]([C:8]2[CH:13]=[CH:12][CH:11]=[C:10]([O:14][C:16]([CH3:25])([CH3:24])[C:17]([O:19][C:20]([CH3:23])([CH3:22])[CH3:21])=[O:18])[CH:9]=2)=[CH:6][CH:7]=1. (5) Given the reactants [CH3:1][N:2]1[CH2:7][CH2:6][CH:5]([N:8]2[CH:12]=[C:11]([NH:13][C:14]3[N:19]=[C:18]([NH:20][C:21]4[CH:22]=[C:23]5[C:28](=[CH:29][CH:30]=4)[N:27]=[CH:26][CH:25]=[CH:24]5)[C:17]([NH2:31])=[CH:16][N:15]=3)[CH:10]=[N:9]2)[CH2:4][CH2:3]1.[CH:32](OCC)(OCC)OCC, predict the reaction product. The product is: [CH3:1][N:2]1[CH2:7][CH2:6][CH:5]([N:8]2[CH:12]=[C:11]([NH:13][C:14]3[N:19]=[C:18]4[C:17]([N:31]=[CH:32][N:20]4[C:21]4[CH:22]=[C:23]5[C:28](=[CH:29][CH:30]=4)[N:27]=[CH:26][CH:25]=[CH:24]5)=[CH:16][N:15]=3)[CH:10]=[N:9]2)[CH2:4][CH2:3]1. (6) Given the reactants FC(F)(F)S(O[C:7]1[CH2:16][CH2:15][C:10]2([O:14][CH2:13][CH2:12][O:11]2)[CH2:9][CH:8]=1)(=O)=O.[CH3:19][C:20]1([CH3:36])[C:24]([CH3:26])([CH3:25])[O:23][B:22]([B:22]2[O:23][C:24]([CH3:26])([CH3:25])[C:20]([CH3:36])([CH3:19])[O:21]2)[O:21]1.CC([O-])=O.[K+], predict the reaction product. The product is: [CH3:19][C:20]1([CH3:36])[C:24]([CH3:26])([CH3:25])[O:23][B:22]([C:7]2[CH2:16][CH2:15][C:10]3([O:14][CH2:13][CH2:12][O:11]3)[CH2:9][CH:8]=2)[O:21]1. (7) Given the reactants Cl[C:2](=[N:15]OS(C)(=O)=O)[CH:3]1[CH2:7][CH2:6][N:5]([C:8]([O:10][C:11]([CH3:14])([CH3:13])[CH3:12])=[O:9])[CH2:4]1.N1C=CC=CC=1.[N:27]([Na])=[C:28]=[S:29].[Br:31][C:32]1[CH:33]=[C:34]([O:39][C:40]2[CH:45]=[CH:44][CH:43]=[CH:42][CH:41]=2)[C:35]([NH2:38])=[N:36][CH:37]=1, predict the reaction product. The product is: [Br:31][C:32]1[CH:33]=[C:34]([O:39][C:40]2[CH:45]=[CH:44][CH:43]=[CH:42][CH:41]=2)[C:35]([NH:38][C:28]2[S:29][N:15]=[C:2]([CH:3]3[CH2:7][CH2:6][N:5]([C:8]([O:10][C:11]([CH3:12])([CH3:13])[CH3:14])=[O:9])[CH2:4]3)[N:27]=2)=[N:36][CH:37]=1. (8) Given the reactants [C:1]1([CH:7]2[CH2:12][CH2:11][N:10]([CH2:13][C:14]3[O:18][C:17]([NH:19][C:20](=[O:26])[O:21][C:22]([CH3:25])([CH3:24])[CH3:23])=[N:16][CH:15]=3)[CH2:9][CH2:8]2)[CH:6]=[CH:5][CH:4]=[CH:3][CH:2]=1.[C:27](Cl)(=[O:29])[CH3:28], predict the reaction product. The product is: [C:27]([N:19]([C:17]1[O:18][C:14]([CH2:13][N:10]2[CH2:11][CH2:12][CH:7]([C:1]3[CH:6]=[CH:5][CH:4]=[CH:3][CH:2]=3)[CH2:8][CH2:9]2)=[CH:15][N:16]=1)[C:20](=[O:26])[O:21][C:22]([CH3:23])([CH3:25])[CH3:24])(=[O:29])[CH3:28]. (9) Given the reactants Cl.[NH2:2][OH:3].[OH-].[K+].NO.[O:8]=[C:9]1[C:18]2[C:13](=[CH:14][CH:15]=[C:16]([C:19](OC)=[O:20])[CH:17]=2)[N:12]=[CH:11][N:10]1[C:23]([C:26]1[CH:31]=[CH:30][CH:29]=[CH:28][CH:27]=1)([CH3:25])[CH3:24].C(O)(=O)C, predict the reaction product. The product is: [OH:3][NH:2][C:19]([C:16]1[CH:17]=[C:18]2[C:13](=[CH:14][CH:15]=1)[N:12]=[CH:11][N:10]([C:23]([C:26]1[CH:31]=[CH:30][CH:29]=[CH:28][CH:27]=1)([CH3:25])[CH3:24])[C:9]2=[O:8])=[O:20].